From a dataset of Catalyst prediction with 721,799 reactions and 888 catalyst types from USPTO. Predict which catalyst facilitates the given reaction. (1) Reactant: [Br:1][C:2]1[C:3](=[O:30])[N:4]([CH2:19][C:20]2[CH:25]=[CH:24][C:23]([O:26][CH3:27])=[CH:22][C:21]=2[O:28][CH3:29])[C:5]([CH3:18])=[CH:6][C:7]=1[O:8][CH2:9][C:10]1[CH:17]=[CH:16][CH:15]=[CH:14][C:11]=1[C:12]#[N:13].B.C1COCC1. Product: [NH2:13][CH2:12][C:11]1[CH:14]=[CH:15][CH:16]=[CH:17][C:10]=1[CH2:9][O:8][C:7]1[CH:6]=[C:5]([CH3:18])[N:4]([CH2:19][C:20]2[CH:25]=[CH:24][C:23]([O:26][CH3:27])=[CH:22][C:21]=2[O:28][CH3:29])[C:3](=[O:30])[C:2]=1[Br:1]. The catalyst class is: 1. (2) Reactant: [CH:1]1([CH2:7][C@H:8]([NH:15][C:16](=[O:22])[O:17][C:18]([CH3:21])([CH3:20])[CH3:19])[C:9]([N:11](OC)[CH3:12])=[O:10])[CH2:6][CH2:5][CH2:4][CH2:3][CH2:2]1.[CH2:23](N)C.CCO.CN(C(ON1N=NC2C=CC=CC1=2)=[N+](C)C)C.F[P-](F)(F)(F)(F)F. Product: [CH:1]1([CH2:7][C@H:8]([NH:15][C:16](=[O:22])[O:17][C:18]([CH3:21])([CH3:20])[CH3:19])[C:9]([NH:11][CH2:12][CH3:23])=[O:10])[CH2:6][CH2:5][CH2:4][CH2:3][CH2:2]1. The catalyst class is: 3. (3) Reactant: [O:1]=[C:2]1[NH:7][C:6]([N:8]2[CH2:13][CH2:12][CH2:11][CH2:10][CH2:9]2)=[N:5][C:4]([C:14]2[CH:19]=[CH:18][C:17]([CH3:20])=[CH:16][CH:15]=2)=[C:3]1[CH:21]([CH2:26][CH2:27][CH3:28])[C:22]([O:24]C)=[O:23].[OH-].[Na+]. Product: [O:1]=[C:2]1[NH:7][C:6]([N:8]2[CH2:13][CH2:12][CH2:11][CH2:10][CH2:9]2)=[N:5][C:4]([C:14]2[CH:15]=[CH:16][C:17]([CH3:20])=[CH:18][CH:19]=2)=[C:3]1[CH:21]([CH2:26][CH2:27][CH3:28])[C:22]([OH:24])=[O:23]. The catalyst class is: 5. (4) Reactant: [OH:1][C@H:2]([CH2:8][C:9]1([CH3:14])OCC[O:10]1)[CH2:3][C:4]([O:6][CH3:7])=[O:5].S(C1C=CC(C)=CC=1)([O-])(=O)=O.[NH+]1C=CC=CC=1. Product: [OH:1][C@H:2]([CH2:8][C:9](=[O:10])[CH3:14])[CH2:3][C:4]([O:6][CH3:7])=[O:5]. The catalyst class is: 95.